Dataset: Full USPTO retrosynthesis dataset with 1.9M reactions from patents (1976-2016). Task: Predict the reactants needed to synthesize the given product. (1) The reactants are: [CH3:1][C:2]1[CH:8]=[C:7]([O:9][C:10]2[C:11]3[N:18]([CH3:19])[CH:17]=[CH:16][C:12]=3[N:13]=[CH:14][N:15]=2)[CH:6]=[CH:5][C:3]=1[NH2:4].C(N(CC)CC)C.[F:27][C:28]([F:39])([F:38])[C:29]1[CH:30]=[C:31]([N:35]=[C:36]=[O:37])[CH:32]=[CH:33][CH:34]=1. Given the product [CH3:1][C:2]1[CH:8]=[C:7]([O:9][C:10]2[C:11]3[N:18]([CH3:19])[CH:17]=[CH:16][C:12]=3[N:13]=[CH:14][N:15]=2)[CH:6]=[CH:5][C:3]=1[NH:4][C:36]([NH:35][C:31]1[CH:32]=[CH:33][CH:34]=[C:29]([C:28]([F:27])([F:38])[F:39])[CH:30]=1)=[O:37], predict the reactants needed to synthesize it. (2) Given the product [NH2:10][C@H:11]([C:14]1[CH:19]=[CH:18][C:17]([O:20][CH3:21])=[CH:16][CH:15]=1)[CH2:12][OH:13], predict the reactants needed to synthesize it. The reactants are: C(OC(=O)[NH:10][C@H:11]([C:14]1[CH:19]=[CH:18][C:17]([O:20][CH3:21])=[CH:16][CH:15]=1)[CH2:12][OH:13])C1C=CC=CC=1. (3) Given the product [C:50]([O:49][C:48](=[O:54])[NH:47][CH2:46][C:45]1[CH:44]=[CH:43][C:42]([NH:41][C:28]([C@H:9]2[C@H:8]([C:4]3[CH:5]=[CH:6][CH:7]=[C:2]([Cl:1])[C:3]=3[F:31])[C@:12]([C:15]3[CH:20]=[CH:19][C:18]([Cl:21])=[CH:17][C:16]=3[F:22])([C:13]#[N:14])[C@H:11]([CH2:23][C:24]([CH3:26])([CH3:27])[CH3:25])[NH:10]2)=[O:30])=[CH:56][CH:55]=1)([CH3:53])([CH3:51])[CH3:52], predict the reactants needed to synthesize it. The reactants are: [Cl:1][C:2]1[C:3]([F:31])=[C:4]([CH:8]2[C:12]([C:15]3[CH:20]=[CH:19][C:18]([Cl:21])=[CH:17][C:16]=3[F:22])([C:13]#[N:14])[CH:11]([CH2:23][C:24]([CH3:27])([CH3:26])[CH3:25])[NH:10][CH:9]2[C:28]([OH:30])=O)[CH:5]=[CH:6][CH:7]=1.C(N(CC)C(C)C)(C)C.[NH2:41][C:42]1[CH:56]=[CH:55][C:45]([CH2:46][NH:47][C:48](=[O:54])[O:49][C:50]([CH3:53])([CH3:52])[CH3:51])=[CH:44][CH:43]=1.CN(C(ON1N=NC2C=CC=NC1=2)=[N+](C)C)C.F[P-](F)(F)(F)(F)F.ClC1C(F)=C([C@@H]2[C@](C3C=CC(Cl)=CC=3F)(C#N)[C@H](CC(C)(C)C)N[C@H]2C(O)=O)C=CC=1. (4) Given the product [CH2:21]([S:23][C:2]1[CH:10]=[CH:9][C:8]([S:11]([CH3:14])(=[O:13])=[O:12])=[CH:7][C:3]=1[C:4]([OH:6])=[O:5])[CH3:22], predict the reactants needed to synthesize it. The reactants are: F[C:2]1[CH:10]=[CH:9][C:8]([S:11]([CH3:14])(=[O:13])=[O:12])=[CH:7][C:3]=1[C:4]([OH:6])=[O:5].C(=O)([O-])[O-].[Cs+].[Cs+].[CH2:21]([SH:23])[CH3:22].Cl. (5) Given the product [CH:18]1[C:13]2[NH:20][C:11]3[CH:10]=[C:9]4[CH:8]=[CH:7][CH:6]=[CH:5][C:4]4=[CH:3][C:2]=3[NH:19][C:14]=2[CH:15]=[CH:16][CH:17]=1, predict the reactants needed to synthesize it. The reactants are: O[C:2]1[C:11](O)=[CH:10][C:9]2[C:4](=[CH:5][CH:6]=[CH:7][CH:8]=2)[CH:3]=1.[C:13]1([NH2:20])[CH:18]=[CH:17][CH:16]=[CH:15][C:14]=1[NH2:19].CN(C)C1C=CC=CC=1.C(Cl)Cl. (6) Given the product [CH3:30][CH:23]([CH2:24][C:25]([O:27][CH2:28][CH3:29])=[O:26])[C@@H:22]([C:31]([O:33][C:34]([CH3:36])([CH3:37])[CH3:35])=[O:32])[NH2:21], predict the reactants needed to synthesize it. The reactants are: C(O)(=O)CC(CC(O)=O)(C(O)=O)O.O[C@@]1(C)C(=[N:21][C@H:22]([C:31]([O:33][C:34]([CH3:37])([CH3:36])[CH3:35])=[O:32])[CH:23]([CH3:30])[CH2:24][C:25]([O:27][CH2:28][CH3:29])=[O:26])C[C@H]2C[C@@H]1C2(C)C.